Dataset: Catalyst prediction with 721,799 reactions and 888 catalyst types from USPTO. Task: Predict which catalyst facilitates the given reaction. (1) Reactant: [CH3:1][Si:2](Cl)([CH3:4])[CH3:3].C1(S([C:15](Br)([F:17])[F:16])(=O)=O)C=CC=CC=1. Product: [CH3:1][Si:2]([CH3:4])([CH3:15])[C:3]([F:17])([F:16])[C:15]([Si:2]([CH3:4])([CH3:3])[CH3:1])([F:17])[F:16]. The catalyst class is: 3. (2) Product: [CH2:1]([O:3][C:4](=[O:29])[CH2:5][N:6]1[CH:10]=[C:9]([C:11]2[NH:28][C:14]3[N:15]=[CH:16][N:17]=[C:18]([C:19]4[CH:24]=[CH:23][C:22]([CH2:25][NH:26][C:38](=[O:39])[C:37]5[CH:41]=[CH:42][C:34]([C:30]([CH3:32])([CH3:31])[CH3:33])=[CH:35][CH:36]=5)=[C:21]([F:27])[CH:20]=4)[C:13]=3[CH:12]=2)[CH:8]=[N:7]1)[CH3:2]. The catalyst class is: 329. Reactant: [CH2:1]([O:3][C:4](=[O:29])[CH2:5][N:6]1[CH:10]=[C:9]([C:11]2[NH:28][C:14]3[N:15]=[CH:16][N:17]=[C:18]([C:19]4[CH:24]=[CH:23][C:22]([CH2:25][NH2:26])=[C:21]([F:27])[CH:20]=4)[C:13]=3[CH:12]=2)[CH:8]=[N:7]1)[CH3:2].[C:30]([C:34]1[CH:42]=[CH:41][C:37]([C:38](O)=[O:39])=[CH:36][CH:35]=1)([CH3:33])([CH3:32])[CH3:31].CN(C(ON1N=NC2C=CC=NC1=2)=[N+](C)C)C.F[P-](F)(F)(F)(F)F.CCN(C(C)C)C(C)C. (3) Reactant: [CH2:1]([NH:3][C:4](=[O:22])[NH:5][C:6]1[CH:14]=[C:13]([NH:15][C:16]2[CH:21]=[CH:20][CH:19]=[CH:18][CH:17]=2)[C:9]([C:10]([OH:12])=O)=[CH:8][N:7]=1)[CH3:2].[CH3:23][CH2:24][N:25]=C=NCCCN(C)C.Cl.C1C=CC2N(O)N=NC=2C=1.C(N)C. Product: [CH2:24]([NH:25][C:10](=[O:12])[C:9]1[C:13]([NH:15][C:16]2[CH:21]=[CH:20][CH:19]=[CH:18][CH:17]=2)=[CH:14][C:6]([NH:5][C:4]([NH:3][CH2:1][CH3:2])=[O:22])=[N:7][CH:8]=1)[CH3:23]. The catalyst class is: 230. (4) Reactant: [F:1][C:2]1[CH:3]=[C:4]([CH:44]=[CH:45][CH:46]=1)[CH2:5][N:6]1[CH:10]=[C:9]([C:11]2[C:19]3[C:14](=[N:15][CH:16]=[C:17]([C:20]4[C:21]([O:32][CH3:33])=[N:22][C:23]([N:26]5[CH2:31][CH2:30][NH:29][CH2:28][CH2:27]5)=[CH:24][CH:25]=4)[CH:18]=3)[N:13]([S:34]([C:37]3[CH:43]=[CH:42][C:40]([CH3:41])=[CH:39][CH:38]=3)(=[O:36])=[O:35])[CH:12]=2)[CH:8]=[N:7]1.[CH3:47][C@H:48]1[CH2:50][O:49]1.CCN(C(C)C)C(C)C. Product: [F:1][C:2]1[CH:3]=[C:4]([CH:44]=[CH:45][CH:46]=1)[CH2:5][N:6]1[CH:10]=[C:9]([C:11]2[C:19]3[C:14](=[N:15][CH:16]=[C:17]([C:20]4[CH:25]=[CH:24][C:23]([N:26]5[CH2:31][CH2:30][N:29]([CH2:47][C@@H:48]([OH:49])[CH3:50])[CH2:28][CH2:27]5)=[N:22][C:21]=4[O:32][CH3:33])[CH:18]=3)[N:13]([S:34]([C:37]3[CH:43]=[CH:42][C:40]([CH3:41])=[CH:39][CH:38]=3)(=[O:36])=[O:35])[CH:12]=2)[CH:8]=[N:7]1. The catalyst class is: 8. (5) Reactant: [C:1]1([N:7]=[C:8]=[O:9])[CH:6]=[CH:5][CH:4]=[CH:3][CH:2]=1.[Br:10][C:11]1[CH:12]=[C:13]2[C:17](=[CH:18][CH:19]=1)[NH:16][CH2:15][CH2:14]2. Product: [Br:10][C:11]1[CH:12]=[C:13]2[C:17](=[CH:18][CH:19]=1)[N:16]([C:8]([NH:7][C:1]1[CH:6]=[CH:5][CH:4]=[CH:3][CH:2]=1)=[O:9])[CH2:15][CH2:14]2. The catalyst class is: 2.